From a dataset of Catalyst prediction with 721,799 reactions and 888 catalyst types from USPTO. Predict which catalyst facilitates the given reaction. (1) Reactant: [NH:1]1[C:9]2[C:4](=[CH:5][CH:6]=[CH:7][CH:8]=2)[CH:3]=[C:2]1[C:10]1[CH:11]=[C:12]([C:16]2[C:17]([N:37]([CH3:42])[S:38]([CH3:41])(=[O:40])=[O:39])=[CH:18][C:19]3[O:23][C:22]([C:24]4[CH:29]=[CH:28][C:27]([F:30])=[CH:26][CH:25]=4)=[C:21]([C:31]([O:33]CC)=[O:32])[C:20]=3[CH:36]=2)[CH:13]=[CH:14][CH:15]=1.[Li+].[OH-]. Product: [NH:1]1[C:9]2[C:4](=[CH:5][CH:6]=[CH:7][CH:8]=2)[CH:3]=[C:2]1[C:10]1[CH:11]=[C:12]([C:16]2[C:17]([N:37]([CH3:42])[S:38]([CH3:41])(=[O:39])=[O:40])=[CH:18][C:19]3[O:23][C:22]([C:24]4[CH:25]=[CH:26][C:27]([F:30])=[CH:28][CH:29]=4)=[C:21]([C:31]([OH:33])=[O:32])[C:20]=3[CH:36]=2)[CH:13]=[CH:14][CH:15]=1. The catalyst class is: 38. (2) Reactant: [CH3:1][O:2][C:3](=[CH2:8])[C:4]([O:6][CH3:7])=[O:5].[CH3:9][SH:10].[Na].O. Product: [CH3:1][O:2][CH:3]([CH2:8][S:10][CH3:9])[C:4]([O:6][CH3:7])=[O:5]. The catalyst class is: 10. (3) Reactant: [Cl:1][C:2]1[CH:3]=[C:4]([CH:7]=[CH:8][C:9]=1[O:10][CH2:11][CH2:12][C:13]1[CH:18]=[CH:17][CH:16]=[CH:15][CH:14]=1)[CH:5]=O.[C:19]([NH:22][NH2:23])([NH2:21])=[NH:20].Cl.CCOCC. Product: [ClH:1].[Cl:1][C:2]1[CH:3]=[C:4]([CH:7]=[CH:8][C:9]=1[O:10][CH2:11][CH2:12][C:13]1[CH:18]=[CH:17][CH:16]=[CH:15][CH:14]=1)[CH:5]=[N:23][NH:22][C:19]([NH2:21])=[NH:20]. The catalyst class is: 14. (4) Reactant: [NH2:1][C:2]1[CH:7]=[CH:6][C:5]([F:8])=[CH:4][C:3]=1[NH:9][C:10]1[CH:18]=[CH:17][CH:16]=[C:15]2[C:11]=1[CH2:12][CH2:13][CH:14]2[N:19]([C:34](=[O:39])[C:35]([F:38])([F:37])[F:36])[C:20]1[CH:33]=[CH:32][C:23]2[C@H:24]([CH2:27][C:28]([O:30][CH3:31])=[O:29])[CH2:25][O:26][C:22]=2[CH:21]=1.[C:40](Cl)(=O)[CH2:41][CH3:42].C(=O)([O-])O.[Na+]. Product: [CH2:41]([C:42]1[N:9]([C:10]2[CH:18]=[CH:17][CH:16]=[C:15]3[C:11]=2[CH2:12][CH2:13][CH:14]3[N:19]([C:34](=[O:39])[C:35]([F:38])([F:37])[F:36])[C:20]2[CH:33]=[CH:32][C:23]3[C@H:24]([CH2:27][C:28]([O:30][CH3:31])=[O:29])[CH2:25][O:26][C:22]=3[CH:21]=2)[C:3]2[CH:4]=[C:5]([F:8])[CH:6]=[CH:7][C:2]=2[N:1]=1)[CH3:40]. The catalyst class is: 80. (5) Reactant: [N:1]1[CH:6]=[CH:5][CH:4]=[C:3]([C:7]2[CH:16]=[N:15][C:10]3[O:11][CH2:12][CH2:13][NH:14][C:9]=3[CH:8]=2)[CH:2]=1.[Br:17][C:18]1[CH:19]=[C:20]([CH:24]=[C:25]([Br:29])[C:26]=1[O:27][CH3:28])[C:21](Cl)=[O:22].C(N(CC)CC)C.O. Product: [Br:17][C:18]1[CH:19]=[C:20]([C:21]([N:14]2[CH2:13][CH2:12][O:11][C:10]3[N:15]=[CH:16][C:7]([C:3]4[CH:2]=[N:1][CH:6]=[CH:5][CH:4]=4)=[CH:8][C:9]2=3)=[O:22])[CH:24]=[C:25]([Br:29])[C:26]=1[O:27][CH3:28]. The catalyst class is: 4. (6) Reactant: [Cl:1][C:2]1[N:3]=[N:4][C:5]([Cl:11])=[CH:6][C:7]=1[C:8](O)=[O:9].C(Cl)(=O)C([Cl:15])=O. Product: [Cl:1][C:2]1[N:3]=[N:4][C:5]([Cl:11])=[CH:6][C:7]=1[C:8]([Cl:15])=[O:9]. The catalyst class is: 139.